From a dataset of Full USPTO retrosynthesis dataset with 1.9M reactions from patents (1976-2016). Predict the reactants needed to synthesize the given product. (1) Given the product [Cl:31][C:17]1[C:16](=[O:30])[CH2:15][CH2:14][C:13]2[C:18]=1[CH2:19][CH2:20][C@@H:21]1[C:12]=2[C@@H:11]([C:8]2[CH:7]=[CH:6][C:5]([CH2:4][CH2:3][CH2:2][OH:1])=[CH:10][CH:9]=2)[CH2:28][C@@:26]2([CH3:27])[C@H:22]1[CH2:23][CH2:24][CH2:25]2, predict the reactants needed to synthesize it. The reactants are: [OH:1][CH2:2][CH2:3][CH2:4][C:5]1[CH:10]=[CH:9][C:8]([C@H:11]2[CH2:28][C@@:26]3([CH3:27])[C@@H:22]([CH2:23][CH2:24][C:25]3=O)[C@H:21]3[C:12]2=[C:13]2[C:18]([CH2:19][CH2:20]3)=[CH:17][C:16](=[O:30])[CH2:15][CH2:14]2)=[CH:7][CH:6]=1.[Cl:31]N1C(=O)CCC1=O.O. (2) Given the product [Si:20]([O:15][C:13]1[CH:12]=[CH:11][C:8]([CH:9]=[O:10])=[C:7]([Cl:6])[CH:14]=1)([C:16]([CH3:19])([CH3:18])[CH3:17])([C:28]1[CH:29]=[CH:30][CH:31]=[CH:32][CH:33]=1)[C:22]1[CH:27]=[CH:26][CH:25]=[CH:24][CH:23]=1, predict the reactants needed to synthesize it. The reactants are: N1C=CN=C1.[Cl:6][C:7]1[CH:14]=[C:13]([OH:15])[CH:12]=[CH:11][C:8]=1[CH:9]=[O:10].[C:16]([Si:20]([C:28]1[CH:33]=[CH:32][CH:31]=[CH:30][CH:29]=1)([C:22]1[CH:27]=[CH:26][CH:25]=[CH:24][CH:23]=1)Cl)([CH3:19])([CH3:18])[CH3:17]. (3) Given the product [OH:19][CH2:18][CH2:17][N:16]([CH2:2][CH2:3][CH2:4][CH2:5][O:6][C:7]1[CH:12]=[CH:11][C:10]([N+:13]([O-:15])=[O:14])=[CH:9][CH:8]=1)[CH2:20][CH2:21][OH:22], predict the reactants needed to synthesize it. The reactants are: Br[CH2:2][CH2:3][CH2:4][CH2:5][O:6][C:7]1[CH:12]=[CH:11][C:10]([N+:13]([O-:15])=[O:14])=[CH:9][CH:8]=1.[NH:16]([CH2:20][CH2:21][OH:22])[CH2:17][CH2:18][OH:19].